From a dataset of Full USPTO retrosynthesis dataset with 1.9M reactions from patents (1976-2016). Predict the reactants needed to synthesize the given product. (1) Given the product [CH3:1][C:2]1[N:3]=[C:4]2[CH:9]=[CH:8][C:7]([N:10]3[CH2:15][CH2:14][N:13]([CH3:16])[CH2:12][CH2:11]3)=[N:6][N:5]2[C:17]=1[C:19]1[CH:24]=[CH:23][N:22]=[CH:21][CH:20]=1, predict the reactants needed to synthesize it. The reactants are: [CH3:1][C:2]1[N:3]=[C:4]2[CH:9]=[CH:8][C:7]([N:10]3[CH2:15][CH2:14][N:13]([CH3:16])[CH2:12][CH2:11]3)=[N:6][N:5]2[CH:17]=1.I[C:19]1[CH:24]=[CH:23][N:22]=[CH:21][CH:20]=1.C(=O)([O-])[O-].[Na+].[Na+].O. (2) Given the product [CH2:37]([O:36][C:34]([CH:28]([C:29]([O:31][CH2:32][CH3:33])=[O:30])[O:1][C:2]1[CH:10]=[CH:9][CH:8]=[C:7]2[C:3]=1[CH:4]=[CH:5][N:6]2[C:11]([O:13][CH2:14][C:15]1[CH:20]=[CH:19][CH:18]=[CH:17][CH:16]=1)=[O:12])=[O:35])[CH3:38], predict the reactants needed to synthesize it. The reactants are: [OH:1][C:2]1[CH:10]=[CH:9][CH:8]=[C:7]2[C:3]=1[CH:4]=[CH:5][N:6]2[C:11]([O:13][CH2:14][C:15]1[CH:20]=[CH:19][CH:18]=[CH:17][CH:16]=1)=[O:12].C(=O)([O-])[O-].[K+].[K+].Br[CH:28]([C:34]([O:36][CH2:37][CH3:38])=[O:35])[C:29]([O:31][CH2:32][CH3:33])=[O:30]. (3) Given the product [ClH:41].[ClH:41].[Br:1][C:2]1[CH:3]=[C:4]2[C:9](=[CH:10][CH:11]=1)[CH:8]=[C:7]([S:12]([CH2:15][CH2:16][CH2:17][N:18]([CH3:40])[C:19]([CH:21]1[CH2:22][CH2:23][N:24]([CH:27]3[CH2:28][CH2:29][NH:30][CH2:31][CH2:32]3)[CH2:25][CH2:26]1)=[O:20])(=[O:14])=[O:13])[CH:6]=[CH:5]2, predict the reactants needed to synthesize it. The reactants are: [Br:1][C:2]1[CH:3]=[C:4]2[C:9](=[CH:10][CH:11]=1)[CH:8]=[C:7]([S:12]([CH2:15][CH2:16][CH2:17][N:18]([CH3:40])[C:19]([CH:21]1[CH2:26][CH2:25][N:24]([CH:27]3[CH2:32][CH2:31][N:30](C(OCCCC)=O)[CH2:29][CH2:28]3)[CH2:23][CH2:22]1)=[O:20])(=[O:14])=[O:13])[CH:6]=[CH:5]2.[ClH:41].